From a dataset of Forward reaction prediction with 1.9M reactions from USPTO patents (1976-2016). Predict the product of the given reaction. (1) Given the reactants [C:1]([O-:4])(=[O:3])[CH3:2].[Na+].ClC1[C:12]([Cl:13])=[CH:11][C:10]([C:14]([F:17])([F:16])[F:15])=[CH:9][N:8]=1.[CH3:18][CH2:19]O, predict the reaction product. The product is: [Cl:13][C:12]1[C:2]([C:1]([O:4][CH2:18][CH3:19])=[O:3])=[N:8][CH:9]=[C:10]([C:14]([F:15])([F:16])[F:17])[CH:11]=1. (2) Given the reactants [C:1]12([NH2:11])[CH2:10][CH:5]3[CH2:6][CH:7]([CH2:9][CH:3]([CH2:4]3)[CH2:2]1)[CH2:8]2.[CH3:12][O:13][C:14]1[S:18][C:17]([CH:19]=O)=[CH:16][CH:15]=1, predict the reaction product. The product is: [CH3:12][O:13][C:14]1[S:18][C:17]([CH2:19][NH:11][C:1]23[CH2:8][CH:7]4[CH2:6][CH:5]([CH2:4][CH:3]([CH2:9]4)[CH2:2]2)[CH2:10]3)=[CH:16][CH:15]=1. (3) The product is: [C:1]([NH:9][C@@H:10]([CH2:16][C:17]1[CH:18]=[CH:19][CH:20]=[CH:21][CH:22]=1)[C:11]([O:13][CH2:14][CH3:15])=[O:12])(=[O:6])[CH2:2][CH2:3][CH2:4][CH3:5]. Given the reactants [C:1](Cl)(=[O:6])[CH2:2][CH2:3][CH2:4][CH3:5].Cl.[NH2:9][C@@H:10]([CH2:16][C:17]1[CH:22]=[CH:21][CH:20]=[CH:19][CH:18]=1)[C:11]([O:13][CH2:14][CH3:15])=[O:12].C(N(CC)CC)C, predict the reaction product. (4) Given the reactants [C:1]([O:5][C:6]([N:8]1[CH2:13][CH:12]=[C:11]([C:14]2[CH:19]=[CH:18][C:17]([NH:20][C:21]([N:23]3[CH2:28][CH2:27][CH:26]([C:29]4[C:38]5[C:33](=[CH:34][C:35]([O:41][CH3:42])=[C:36]([O:39][CH3:40])[CH:37]=5)[N:32]=[CH:31][N:30]=4)[CH2:25][CH2:24]3)=[O:22])=[CH:16][CH:15]=2)[CH2:10][CH2:9]1)=[O:7])([CH3:4])([CH3:3])[CH3:2], predict the reaction product. The product is: [C:1]([O:5][C:6]([N:8]1[CH2:13][CH2:12][CH:11]([C:14]2[CH:15]=[CH:16][C:17]([NH:20][C:21]([N:23]3[CH2:24][CH2:25][CH:26]([C:29]4[C:38]5[C:33](=[CH:34][C:35]([O:41][CH3:42])=[C:36]([O:39][CH3:40])[CH:37]=5)[N:32]=[CH:31][N:30]=4)[CH2:27][CH2:28]3)=[O:22])=[CH:18][CH:19]=2)[CH2:10][CH2:9]1)=[O:7])([CH3:4])([CH3:3])[CH3:2]. (5) Given the reactants [CH2:1]([N:8]1[C:14](=O)[CH2:13][C@H:12]([CH2:16][C:17]2[CH:22]=[CH:21][CH:20]=[CH:19][CH:18]=2)[NH:11][C:10](=O)[CH2:9]1)[C:2]1[CH:7]=[CH:6][CH:5]=[CH:4][CH:3]=1.C1COCC1.[H-].[Al+3].[Li+].[H-].[H-].[H-].[OH-].[Na+], predict the reaction product. The product is: [CH2:1]([N:8]1[CH2:14][CH2:13][C@H:12]([CH2:16][C:17]2[CH:22]=[CH:21][CH:20]=[CH:19][CH:18]=2)[NH:11][CH2:10][CH2:9]1)[C:2]1[CH:3]=[CH:4][CH:5]=[CH:6][CH:7]=1.